From a dataset of Reaction yield outcomes from USPTO patents with 853,638 reactions. Predict the reaction yield, written as a fraction of the theoretical maximum amount of product (1.0 means a 100% yield; for example, 0.34 means a 34% yield). (1) The reactants are [CH2:1]([N:8]([CH2:25][C:26]1[CH:31]=[CH:30][CH:29]=[CH:28][CH:27]=1)[C@@H:9]([CH2:16][C:17]1[CH:22]=[C:21]([F:23])[CH:20]=[C:19]([F:24])[CH:18]=1)[C:10](N(OC)C)=[O:11])[C:2]1[CH:7]=[CH:6][CH:5]=[CH:4][CH:3]=1.[H-].[H-].[H-].[H-].[Li+].[Al+3]. The catalyst is CCOCC. The product is [CH2:25]([N:8]([CH2:1][C:2]1[CH:3]=[CH:4][CH:5]=[CH:6][CH:7]=1)[C@@H:9]([CH2:16][C:17]1[CH:18]=[C:19]([F:24])[CH:20]=[C:21]([F:23])[CH:22]=1)[CH:10]=[O:11])[C:26]1[CH:31]=[CH:30][CH:29]=[CH:28][CH:27]=1. The yield is 0.990. (2) The reactants are Br[C:2]1[CH:3]=[C:4]([C:10]2[CH:15]=[CH:14][CH:13]=[C:12]([Cl:16])[CH:11]=2)[C:5]([O:8][CH3:9])=[N:6][CH:7]=1.[Li]CCCC.[F:22][C:23]1[CH:30]=[CH:29][C:26]([CH:27]=[O:28])=[CH:25][CH:24]=1. The catalyst is C1COCC1. The product is [Cl:16][C:12]1[CH:11]=[C:10]([C:4]2[CH:3]=[C:2]([CH:27]([C:26]3[CH:29]=[CH:30][C:23]([F:22])=[CH:24][CH:25]=3)[OH:28])[CH:7]=[N:6][C:5]=2[O:8][CH3:9])[CH:15]=[CH:14][CH:13]=1. The yield is 0.960. (3) The reactants are [Cl:1][C:2]1[CH:3]=[N:4][C:5]2[C:10]([C:11]=1[CH:12](C(OC)=O)[C:13]([O:15][CH3:16])=[O:14])=[N:9][C:8]([O:21][CH3:22])=[CH:7][CH:6]=2.[Cl-].[Li+].O.C(OCC)(=O)C. The catalyst is CS(C)=O. The product is [Cl:1][C:2]1[CH:3]=[N:4][C:5]2[C:10]([C:11]=1[CH2:12][C:13]([O:15][CH3:16])=[O:14])=[N:9][C:8]([O:21][CH3:22])=[CH:7][CH:6]=2. The yield is 0.940. (4) The reactants are [OH:1][CH2:2][CH2:3][C:4]1[CH:9]=[CH:8][C:7]([OH:10])=[CH:6][CH:5]=1.Cl[C:12]1[N:17]=[CH:16][C:15]([Cl:18])=[CH:14][N:13]=1.C([O-])([O-])=O.[K+].[K+]. The catalyst is CN(C=O)C. The product is [Cl:18][C:15]1[CH:14]=[N:13][C:12]([O:10][C:7]2[CH:8]=[CH:9][C:4]([CH2:3][CH2:2][OH:1])=[CH:5][CH:6]=2)=[N:17][CH:16]=1. The yield is 0.900. (5) The reactants are [C:1]([O:5][C:6](=[O:17])[NH:7][C@H:8]1[CH2:13][CH2:12][C@H:11]([CH2:14][CH:15]=O)[CH2:10][CH2:9]1)([CH3:4])([CH3:3])[CH3:2].[N:18]1([C:24]2[C:29]3[CH:30]=[CH:31][S:32][C:28]=3[CH:27]=[CH:26][N:25]=2)[CH2:23][CH2:22][NH:21][CH2:20][CH2:19]1.CC(O)=O.C([O-])(O)=O.[Na+]. The catalyst is ClCCCl. The product is [C:1]([O:5][C:6](=[O:17])[NH:7][C@H:8]1[CH2:13][CH2:12][C@H:11]([CH2:14][CH2:15][N:21]2[CH2:22][CH2:23][N:18]([C:24]3[C:29]4[CH:30]=[CH:31][S:32][C:28]=4[CH:27]=[CH:26][N:25]=3)[CH2:19][CH2:20]2)[CH2:10][CH2:9]1)([CH3:4])([CH3:3])[CH3:2]. The yield is 0.720. (6) The reactants are [N:1]([O-])=O.[Na+].[F:5][C:6]1[CH:12]=[C:11]([I:13])[CH:10]=[CH:9][C:7]=1[NH2:8].Cl.[CH3:15][O:16][CH2:17][C:18](=[O:24])[CH2:19][C:20]([O:22][CH3:23])=[O:21].CC([O-])=O.[Na+]. The catalyst is O.CO. The product is [F:5][C:6]1[CH:12]=[C:11]([I:13])[CH:10]=[CH:9][C:7]=1[NH:8][N:1]=[C:19]([C:18](=[O:24])[CH2:17][O:16][CH3:15])[C:20]([O:22][CH3:23])=[O:21]. The yield is 0.800. (7) The reactants are [CH2:1]([N:3]1[C:11]2[C:6](=[CH:7][CH:8]=[C:9]([O:12][CH3:13])[CH:10]=2)[C:5]([C:14]#[N:15])=[C:4]1I)[CH3:2].[F-].[Cs+]. The catalyst is COCCOC.Cl[Pd](Cl)([P](C1C=CC=CC=1)(C1C=CC=CC=1)C1C=CC=CC=1)[P](C1C=CC=CC=1)(C1C=CC=CC=1)C1C=CC=CC=1. The product is [NH2:3][C:11]1[CH:6]=[CH:7][C:8]([C:4]2[N:3]([CH2:1][CH3:2])[C:11]3[C:6]([C:5]=2[C:14]#[N:15])=[CH:7][CH:8]=[C:9]([O:12][CH3:13])[CH:10]=3)=[CH:9][CH:10]=1. The yield is 0.690. (8) No catalyst specified. The yield is 0.550. The reactants are Cl[C:2]1[NH:10][C:9]2[C:4](=[N:5][CH:6]=[CH:7][CH:8]=2)[C:3]=1[C:11]#[N:12].[NH:13]1[CH2:18][CH2:17][O:16][CH2:15][CH2:14]1. The product is [N:13]1([C:2]2[NH:10][C:9]3[C:4](=[N:5][CH:6]=[CH:7][CH:8]=3)[C:3]=2[C:11]#[N:12])[CH2:18][CH2:17][O:16][CH2:15][CH2:14]1.